From a dataset of CYP3A4 inhibition data for predicting drug metabolism from PubChem BioAssay. Regression/Classification. Given a drug SMILES string, predict its absorption, distribution, metabolism, or excretion properties. Task type varies by dataset: regression for continuous measurements (e.g., permeability, clearance, half-life) or binary classification for categorical outcomes (e.g., BBB penetration, CYP inhibition). Dataset: cyp3a4_veith. (1) The compound is Clc1ccc2c(c1)C1=C(C(c3ccncc3)O2)C(c2ccc(Br)cc2)n2ncnc2N1. The result is 1 (inhibitor). (2) The drug is CCOC(=O)[C@H]1[C@H](O)C[C@@H]2c3ccccc3-c3ccccc3[C@H]21. The result is 0 (non-inhibitor). (3) The compound is O=C(O)[C@H]([C@H]1NCCS1)N1C(=O)c2ccccc2C1=O. The result is 0 (non-inhibitor). (4) The result is 1 (inhibitor). The molecule is CN1CCN(c2ccc([N+](=O)[O-])cc2C(=O)c2ccc(Br)cc2)CC1.